This data is from Forward reaction prediction with 1.9M reactions from USPTO patents (1976-2016). The task is: Predict the product of the given reaction. Given the reactants [C:1]([C:5]1[CH:6]=[C:7]([NH:23][C:24]([NH:26][C:27]2[CH:32]=[CH:31][C:30]([O:33][C:34]3[CH:39]=[C:38](Cl)[N:37]=[CH:36][N:35]=3)=[CH:29][CH:28]=2)=[O:25])[N:8]([C:10]2[CH:15]=[CH:14][C:13]([CH2:16][N:17]3[CH2:22][CH2:21][O:20][CH2:19][CH2:18]3)=[CH:12][CH:11]=2)[N:9]=1)([CH3:4])([CH3:3])[CH3:2].[N-:41]=[N+:42]=[N-:43].[Na+], predict the reaction product. The product is: [N:41]([C:38]1[N:37]=[CH:36][N:35]=[C:34]([O:33][C:30]2[CH:31]=[CH:32][C:27]([NH:26][C:24]([NH:23][C:7]3[N:8]([C:10]4[CH:15]=[CH:14][C:13]([CH2:16][N:17]5[CH2:22][CH2:21][O:20][CH2:19][CH2:18]5)=[CH:12][CH:11]=4)[N:9]=[C:5]([C:1]([CH3:4])([CH3:3])[CH3:2])[CH:6]=3)=[O:25])=[CH:28][CH:29]=2)[CH:39]=1)=[N+:42]=[N-:43].